Dataset: Catalyst prediction with 721,799 reactions and 888 catalyst types from USPTO. Task: Predict which catalyst facilitates the given reaction. Reactant: [C:1]([OH:9])(=[O:8])[CH:2]([CH2:4][C:5]([OH:7])=[O:6])[OH:3].[CH3:10][CH:11]([CH3:16])[CH2:12][CH:13](O)[CH3:14].[C:17]1([CH3:27])[CH:22]=C[C:20](S(O)(=O)=O)=[CH:19][CH:18]=1. Product: [CH3:10][CH:11]([CH3:16])[CH2:12][CH:13]([O:8][C:1](=[O:9])[CH:2]([CH2:4][C:5]([O:7][CH:19]([CH2:18][CH:17]([CH3:27])[CH3:22])[CH3:20])=[O:6])[OH:3])[CH3:14]. The catalyst class is: 12.